From a dataset of NCI-60 drug combinations with 297,098 pairs across 59 cell lines. Regression. Given two drug SMILES strings and cell line genomic features, predict the synergy score measuring deviation from expected non-interaction effect. (1) Drug 1: C1=CC=C(C=C1)NC(=O)CCCCCCC(=O)NO. Drug 2: C(CN)CNCCSP(=O)(O)O. Cell line: DU-145. Synergy scores: CSS=7.73, Synergy_ZIP=-2.65, Synergy_Bliss=-1.82, Synergy_Loewe=-4.70, Synergy_HSA=-0.838. (2) Drug 1: C1CC(C1)(C(=O)O)C(=O)O.[NH2-].[NH2-].[Pt+2]. Drug 2: CN1C=C(C=N1)C2=C3N=C(C(=C(N3N=C2)N)Br)C4CCCNC4. Cell line: HT29. Synergy scores: CSS=27.1, Synergy_ZIP=4.82, Synergy_Bliss=4.85, Synergy_Loewe=1.51, Synergy_HSA=7.54. (3) Drug 1: CC(C)(C#N)C1=CC(=CC(=C1)CN2C=NC=N2)C(C)(C)C#N. Drug 2: CC1=C(C(=O)C2=C(C1=O)N3CC4C(C3(C2COC(=O)N)OC)N4)N. Cell line: NCI-H226. Synergy scores: CSS=14.5, Synergy_ZIP=-6.51, Synergy_Bliss=-6.58, Synergy_Loewe=-8.69, Synergy_HSA=-6.28. (4) Drug 1: C1=NNC2=C1C(=O)NC=N2. Drug 2: CC(C)CN1C=NC2=C1C3=CC=CC=C3N=C2N. Cell line: ACHN. Synergy scores: CSS=-1.75, Synergy_ZIP=-0.713, Synergy_Bliss=-4.12, Synergy_Loewe=-3.77, Synergy_HSA=-4.55. (5) Drug 1: CN1C2=C(C=C(C=C2)N(CCCl)CCCl)N=C1CCCC(=O)O.Cl. Drug 2: CN(C(=O)NC(C=O)C(C(C(CO)O)O)O)N=O. Cell line: T-47D. Synergy scores: CSS=1.79, Synergy_ZIP=-1.78, Synergy_Bliss=-3.02, Synergy_Loewe=-1.02, Synergy_HSA=-1.57.